This data is from Peptide-MHC class I binding affinity with 185,985 pairs from IEDB/IMGT. The task is: Regression. Given a peptide amino acid sequence and an MHC pseudo amino acid sequence, predict their binding affinity value. This is MHC class I binding data. (1) The peptide sequence is TWVGVNLEDPA. The MHC is Patr-A0901 with pseudo-sequence Patr-A0901. The binding affinity (normalized) is 0.426. (2) The peptide sequence is ALNSKDAAL. The MHC is HLA-A02:06 with pseudo-sequence HLA-A02:06. The binding affinity (normalized) is 0.243. (3) The peptide sequence is YYKKTFSAL. The MHC is HLA-B45:06 with pseudo-sequence HLA-B45:06. The binding affinity (normalized) is 0.213. (4) The peptide sequence is RVFDKADGK. The binding affinity (normalized) is 0.0847. The MHC is HLA-A26:01 with pseudo-sequence HLA-A26:01.